Dataset: Forward reaction prediction with 1.9M reactions from USPTO patents (1976-2016). Task: Predict the product of the given reaction. (1) Given the reactants Br[C:2]1[C:3](=[O:32])[N:4]([CH2:24][CH2:25][C:26]2[CH:31]=[CH:30][CH:29]=[CH:28][CH:27]=2)[C:5]([C:9]2[CH:14]=[CH:13][CH:12]=[C:11]([F:15])[C:10]=2[O:16][CH2:17][C:18]2[CH:23]=[CH:22][CH:21]=[CH:20][CH:19]=2)=[N:6][C:7]=1[CH3:8].C([N:40]1[CH:44]=[CH:43][CH:42]=[C:41]1B(O)O)(OC(C)(C)C)=O.C(O)C.C(=O)([O-])[O-].[Na+].[Na+], predict the reaction product. The product is: [F:15][C:11]1[C:10]([O:16][CH2:17][C:18]2[CH:23]=[CH:22][CH:21]=[CH:20][CH:19]=2)=[C:9]([C:5]2[N:4]([CH2:24][CH2:25][C:26]3[CH:31]=[CH:30][CH:29]=[CH:28][CH:27]=3)[C:3](=[O:32])[C:2]([C:41]3[NH:40][CH:44]=[CH:43][CH:42]=3)=[C:7]([CH3:8])[N:6]=2)[CH:14]=[CH:13][CH:12]=1. (2) The product is: [NH2:5][C:4]1[NH:16][C:14](=[S:15])[C:13]([C:11]#[N:12])=[C:2]([C:6]2[O:7][CH:8]=[CH:9][CH:10]=2)[CH:3]=1. Given the reactants N[C:2]([C:6]1[O:7][CH:8]=[CH:9][CH:10]=1)=[CH:3][C:4]#[N:5].[C:11]([CH2:13][C:14]([NH2:16])=[S:15])#[N:12], predict the reaction product. (3) The product is: [CH2:7]([O:14][C:15]1[CH:20]=[CH:19][C:18]([CH2:21][CH:22]([NH2:24])[CH3:23])=[CH:17][C:16]=1[O:27][CH3:28])[C:8]1[CH:13]=[CH:12][CH:11]=[CH:10][CH:9]=1. Given the reactants [H-].[Al+3].[Li+].[H-].[H-].[H-].[CH2:7]([O:14][C:15]1[CH:20]=[CH:19][C:18]([CH:21]=[C:22]([N+:24]([O-])=O)[CH3:23])=[CH:17][C:16]=1[O:27][CH3:28])[C:8]1[CH:13]=[CH:12][CH:11]=[CH:10][CH:9]=1.[OH-].[Na+], predict the reaction product. (4) Given the reactants [CH:1]1([C:4]2[CH:9]=[CH:8][N:7]=[CH:6][C:5]=2[N:10]2[CH2:14][CH2:13][NH:12][C:11]2=[O:15])[CH2:3][CH2:2]1.Br[C:17]1[C:18]([F:26])=[CH:19][C:20]2[CH:24]=[CH:23][S:22][C:21]=2[CH:25]=1.CN[C@@H]1CCCC[C@H]1NC.P([O-])([O-])([O-])=O.[K+].[K+].[K+], predict the reaction product. The product is: [CH:1]1([C:4]2[CH:9]=[CH:8][N:7]=[CH:6][C:5]=2[N:10]2[CH2:14][CH2:13][N:12]([C:17]3[C:18]([F:26])=[CH:19][C:20]4[CH:24]=[CH:23][S:22][C:21]=4[CH:25]=3)[C:11]2=[O:15])[CH2:3][CH2:2]1.